Dataset: Full USPTO retrosynthesis dataset with 1.9M reactions from patents (1976-2016). Task: Predict the reactants needed to synthesize the given product. Given the product [O:31]1[CH:32]2[O:33][CH2:34][CH2:35][CH:36]2[CH:29]([O:28][C:26](=[O:27])[NH:25][CH:17]([CH2:18][C:19]2[CH:20]=[CH:21][CH:22]=[CH:23][CH:24]=2)[CH:16]([OH:37])[CH2:15][NH:10][CH2:11][CH:12]([CH3:14])[CH3:13])[CH2:30]1, predict the reactants needed to synthesize it. The reactants are: C(OC(=O)[N:10]([CH2:15][CH:16]([OH:37])[CH:17]([NH:25][C:26]([O:28][CH:29]1[CH:36]2[CH:32]([O:33][CH2:34][CH2:35]2)[O:31][CH2:30]1)=[O:27])[CH2:18][C:19]1[CH:24]=[CH:23][CH:22]=[CH:21][CH:20]=1)[CH2:11][CH:12]([CH3:14])[CH3:13])C1C=CC=CC=1.